Dataset: Full USPTO retrosynthesis dataset with 1.9M reactions from patents (1976-2016). Task: Predict the reactants needed to synthesize the given product. (1) Given the product [C:1]1([CH2:7][CH2:8][CH2:9][C:10]([N:12]2[C@@H:19]([CH3:20])[CH2:18][CH2:17][C@H:13]2[C:14]([N:36]2[CH2:37][CH2:38][CH2:39][C@H:35]2[C:33](=[O:34])[CH2:32][O:31][C:28](=[O:30])[CH3:29])=[O:16])=[O:11])[CH:2]=[CH:3][CH:4]=[CH:5][CH:6]=1, predict the reactants needed to synthesize it. The reactants are: [C:1]1([CH2:7][CH2:8][CH2:9][C:10]([N:12]2[C@@H:19]([CH3:20])[CH2:18][CH2:17][C@H:13]2[C:14]([OH:16])=O)=[O:11])[CH:6]=[CH:5][CH:4]=[CH:3][CH:2]=1.FC(F)(F)C(O)=O.[C:28]([O:31][CH2:32][C:33]([C@@H:35]1[CH2:39][CH2:38][CH2:37][NH:36]1)=[O:34])(=[O:30])[CH3:29]. (2) Given the product [CH2:10]([O:9][C:8](=[O:16])[CH:7]=[C:2]([NH2:1])[CH2:3][CH:4]1[CH2:5][CH2:6]1)[CH3:14], predict the reactants needed to synthesize it. The reactants are: [NH2:1][C:2](=[C:7]1C(=O)O[C:10](C)([CH3:14])[O:9][C:8]1=[O:16])[CH2:3][CH:4]1[CH2:6][CH2:5]1.[Na]. (3) Given the product [CH2:10]([NH:17][CH2:1][CH:2]([CH2:8][CH3:9])[C:3]([O:5][CH2:6][CH3:7])=[O:4])[C:11]1[CH:16]=[CH:15][CH:14]=[CH:13][CH:12]=1, predict the reactants needed to synthesize it. The reactants are: [CH2:1]=[C:2]([CH2:8][CH3:9])[C:3]([O:5][CH2:6][CH3:7])=[O:4].[CH2:10]([NH2:17])[C:11]1[CH:16]=[CH:15][CH:14]=[CH:13][CH:12]=1. (4) Given the product [Cl-:35].[Cl-:35].[CH2:1]([NH+:8]1[CH2:13][CH2:12][CH2:11][CH:10]([C:14]2[CH:15]=[CH:16][C:17]([NH:20][NH3+:21])=[CH:18][CH:19]=2)[CH2:9]1)[C:2]1[CH:3]=[CH:4][CH:5]=[CH:6][CH:7]=1, predict the reactants needed to synthesize it. The reactants are: [CH2:1]([N:8]1[CH2:13][CH2:12][CH2:11][CH:10]([C:14]2[CH:19]=[CH:18][C:17]([NH:20][N:21]=C(C3C=CC=CC=3)C3C=CC=CC=3)=[CH:16][CH:15]=2)[CH2:9]1)[C:2]1[CH:7]=[CH:6][CH:5]=[CH:4][CH:3]=1.[ClH:35]. (5) Given the product [F:1][C:2]1[CH:3]=[C:4]([CH:8]=[CH:9][C:10]=1[N+:11]([O-:13])=[O:12])[C:5]([NH2:15])=[O:6], predict the reactants needed to synthesize it. The reactants are: [F:1][C:2]1[CH:3]=[C:4]([CH:8]=[CH:9][C:10]=1[N+:11]([O-:13])=[O:12])[C:5](O)=[O:6].C[N:15]1CCOCC1.ON1C2C=CC=CC=2N=N1.Cl.CN(C)CCCN=C=NCC.[OH-].[NH4+].